Dataset: Full USPTO retrosynthesis dataset with 1.9M reactions from patents (1976-2016). Task: Predict the reactants needed to synthesize the given product. (1) Given the product [NH2:1][C:2]1[CH:3]=[N:4][N:5]([CH:7]([C:22]2[CH:23]=[CH:24][CH:25]=[CH:26][CH:27]=2)[C@H:8]2[O:41][CH2:36][CH2:37][N:38]([C:42]([O:44][C:45]([CH3:48])([CH3:47])[CH3:46])=[O:43])[CH2:13]2)[CH:6]=1, predict the reactants needed to synthesize it. The reactants are: [NH2:1][C:2]1[CH:3]=[N:4][N:5]([CH:7]([C:22]2[CH:27]=[CH:26][CH:25]=[CH:24][CH:23]=2)[C:8]2(F)[CH2:13]CN(C(OC(C)(C)C)=O)CC2)[CH:6]=1.C([C@H:36]1[O:41]CC[N:38]([C:42]([O:44][C:45]([CH3:48])([CH3:47])[CH3:46])=[O:43])[CH2:37]1)(=O)C1C=CC=CC=1. (2) Given the product [CH2:14]([N:16]([CH2:17][CH3:18])[C:2]1[CH:9]=[CH:8][C:5]([C:6]#[N:7])=[CH:4][C:3]=1[C:10]([F:13])([F:12])[F:11])[CH3:15], predict the reactants needed to synthesize it. The reactants are: Br[C:2]1[CH:9]=[CH:8][C:5]([C:6]#[N:7])=[CH:4][C:3]=1[C:10]([F:13])([F:12])[F:11].[CH2:14]([NH:16][CH2:17][CH3:18])[CH3:15].C(=O)([O-])O.[Na+]. (3) The reactants are: [Cl:1][C:2]1[C:11]2[C:6](=[C:7](C3C=C(C(F)(F)F)C=CC=3C([O-])=O)[CH:8]=[C:9]([O:12]C)[CH:10]=2)[C:5](=[O:27])[N:4]([C:28]2[CH:33]=[CH:32][C:31]([O:34]C)=[CH:30][CH:29]=2)[CH:3]=1.ClC1C=CC=CC=1.B(Br)(Br)Br.[OH2:47]. Given the product [Cl:1][C:2]1[C:11]2[C:6](=[C:7]([OH:47])[CH:8]=[C:9]([OH:12])[CH:10]=2)[C:5](=[O:27])[N:4]([C:28]2[CH:33]=[CH:32][C:31]([OH:34])=[CH:30][CH:29]=2)[CH:3]=1, predict the reactants needed to synthesize it.